Regression. Given two drug SMILES strings and cell line genomic features, predict the synergy score measuring deviation from expected non-interaction effect. From a dataset of NCI-60 drug combinations with 297,098 pairs across 59 cell lines. (1) Drug 1: CCC1(CC2CC(C3=C(CCN(C2)C1)C4=CC=CC=C4N3)(C5=C(C=C6C(=C5)C78CCN9C7C(C=CC9)(C(C(C8N6C=O)(C(=O)OC)O)OC(=O)C)CC)OC)C(=O)OC)O.OS(=O)(=O)O. Drug 2: CC1C(C(CC(O1)OC2CC(OC(C2O)C)OC3=CC4=CC5=C(C(=O)C(C(C5)C(C(=O)C(C(C)O)O)OC)OC6CC(C(C(O6)C)O)OC7CC(C(C(O7)C)O)OC8CC(C(C(O8)C)O)(C)O)C(=C4C(=C3C)O)O)O)O. Cell line: HT29. Synergy scores: CSS=49.5, Synergy_ZIP=0.879, Synergy_Bliss=-1.03, Synergy_Loewe=-2.34, Synergy_HSA=-2.57. (2) Drug 1: CCC1(CC2CC(C3=C(CCN(C2)C1)C4=CC=CC=C4N3)(C5=C(C=C6C(=C5)C78CCN9C7C(C=CC9)(C(C(C8N6C)(C(=O)OC)O)OC(=O)C)CC)OC)C(=O)OC)O.OS(=O)(=O)O. Drug 2: C1=CN(C=N1)CC(O)(P(=O)(O)O)P(=O)(O)O. Cell line: CAKI-1. Synergy scores: CSS=1.13, Synergy_ZIP=-2.84, Synergy_Bliss=-5.05, Synergy_Loewe=-4.59, Synergy_HSA=-4.28.